This data is from Reaction yield outcomes from USPTO patents with 853,638 reactions. The task is: Predict the reaction yield, written as a fraction of the theoretical maximum amount of product (1.0 means a 100% yield; for example, 0.34 means a 34% yield). (1) The reactants are [C:1]([C:5]1[CH:6]=[C:7]2[C:12](=[CH:13][CH:14]=1)[N:11]=[C:10]1[S:15][C:16]([C:18]([OH:20])=O)=[CH:17][C:9]1=[CH:8]2)([CH3:4])([CH3:3])[CH3:2].CN(C=O)C.[C:26]([O:30][C:31](=[O:37])[N:32]([CH2:34][CH2:35][NH2:36])[CH3:33])([CH3:29])([CH3:28])[CH3:27].C(N(C(C)C)CC)(C)C. The catalyst is S(Cl)(Cl)=O.C(Cl)Cl.C(Cl)Cl. The product is [C:26]([O:30][C:31](=[O:37])[N:32]([CH2:34][CH2:35][NH:36][C:18]([C:16]1[S:15][C:10]2=[N:11][C:12]3[C:7]([CH:8]=[C:9]2[CH:17]=1)=[CH:6][C:5]([C:1]([CH3:2])([CH3:4])[CH3:3])=[CH:14][CH:13]=3)=[O:20])[CH3:33])([CH3:29])([CH3:27])[CH3:28]. The yield is 0.980. (2) The reactants are C(OC(=O)[NH:7][C@H:8]1[CH2:13][CH2:12][CH2:11][CH2:10][C@H:9]1[NH:14][C:15]1[N:16]=[CH:17][C:18]2[CH:24]=[N:23][CH:22]=[C:21]([C:25]3[C:33]4[C:28](=[CH:29][N:30]=[CH:31][CH:32]=4)[NH:27][CH:26]=3)[C:19]=2[N:20]=1)(C)(C)C.ClCCl.FC(F)(F)C(O)=O. No catalyst specified. The product is [NH:27]1[C:28]2=[CH:29][N:30]=[CH:31][CH:32]=[C:33]2[C:25]([C:21]2[C:19]3[N:20]=[C:15]([NH:14][C@H:9]4[CH2:10][CH2:11][CH2:12][CH2:13][C@H:8]4[NH2:7])[N:16]=[CH:17][C:18]=3[CH:24]=[N:23][CH:22]=2)=[CH:26]1. The yield is 0.430. (3) The reactants are [CH3:1][C:2]1[N:7]=[C:6]([OH:8])[CH:5]=[C:4]([OH:9])[N:3]=1.[Cl-].[Cl:11][CH:12]=[N+:13]([CH3:15])[CH3:14]. The catalyst is C(Cl)(Cl)Cl. The product is [Cl-:11].[OH:9][C:4]1[C:5]([CH:12]=[N+:13]([CH3:15])[CH3:14])=[C:6]([OH:8])[N:7]=[C:2]([CH3:1])[N:3]=1. The yield is 0.900. (4) The reactants are Cl[CH2:2][C:3]([NH:5][CH2:6][C:7]1[CH:15]=[CH:14][CH:13]=[C:12]2[C:8]=1[C:9](=[O:25])[N:10]([CH:17]1[CH2:22][CH2:21][C:20](=[O:23])[NH:19][C:18]1=[O:24])[C:11]2=[O:16])=[O:4].[N-:26]=[N+:27]=[N-:28].[Na+].[I-].[Na+]. The catalyst is CC(C)=O. The product is [N:26]([CH2:2][C:3]([NH:5][CH2:6][C:7]1[CH:15]=[CH:14][CH:13]=[C:12]2[C:8]=1[C:9](=[O:25])[N:10]([CH:17]1[CH2:22][CH2:21][C:20](=[O:23])[NH:19][C:18]1=[O:24])[C:11]2=[O:16])=[O:4])=[N+:27]=[N-:28]. The yield is 0.900. (5) The reactants are Br[C:2]1[CH:3]=[C:4]([C:17]([NH:19][CH2:20][C:21]2[C:22](=[O:29])[NH:23][C:24]([CH3:28])=[CH:25][C:26]=2[CH3:27])=[O:18])[C:5]2[CH:10]=[N:9][N:8]([CH:11]3[CH2:16][CH2:15][CH2:14][CH2:13][CH2:12]3)[C:6]=2[N:7]=1.[CH3:30][C:31]1([CH3:48])[CH2:36][C:35](B2OC(C)(C)C(C)(C)O2)=[CH:34][C:33]([CH3:47])([CH3:46])[NH:32]1.C([O-])([O-])=O.[Na+].[Na+].CCOC(C)=O. The catalyst is O1CCOCC1.C1C=CC([P]([Pd]([P](C2C=CC=CC=2)(C2C=CC=CC=2)C2C=CC=CC=2)([P](C2C=CC=CC=2)(C2C=CC=CC=2)C2C=CC=CC=2)[P](C2C=CC=CC=2)(C2C=CC=CC=2)C2C=CC=CC=2)(C2C=CC=CC=2)C2C=CC=CC=2)=CC=1. The product is [CH:11]1([N:8]2[C:6]3[N:7]=[C:2]([C:35]4[CH2:34][C:33]([CH3:47])([CH3:46])[NH:32][C:31]([CH3:48])([CH3:30])[CH:36]=4)[CH:3]=[C:4]([C:17]([NH:19][CH2:20][C:21]4[C:22](=[O:29])[NH:23][C:24]([CH3:28])=[CH:25][C:26]=4[CH3:27])=[O:18])[C:5]=3[CH:10]=[N:9]2)[CH2:16][CH2:15][CH2:14][CH2:13][CH2:12]1. The yield is 0.0700.